From a dataset of HIV replication inhibition screening data with 41,000+ compounds from the AIDS Antiviral Screen. Binary Classification. Given a drug SMILES string, predict its activity (active/inactive) in a high-throughput screening assay against a specified biological target. (1) The compound is COc1ccc(N2C(=O)C(=Cc3cccc(Oc4ccccc4)c3)S(=O)(=O)C2c2ccccc2)cc1. The result is 0 (inactive). (2) The compound is Cc1ccc(S(=O)(=O)OC2C(O)C(O)OC2C(c2cc(O)c3c(c2O)C(=O)c2ccccc2C3=O)c2cc(O)c3c(c2O)C(=O)c2ccccc2C3=O)cc1. The result is 0 (inactive). (3) The drug is Cl.Nc1cc(N)c(N)cc1N. The result is 0 (inactive). (4) The molecule is COC1(OC)CC(CO)(CNc2nc(N)nc(Cl)c2C=O)C1. The result is 0 (inactive). (5) The compound is Cc1ccc(C=NNc2nc3ccccc3s2)s1. The result is 0 (inactive). (6) The compound is Cc1ccc(N(C(=O)Nc2ccccc2)C2=NCC(C)S2)cc1C. The result is 0 (inactive). (7) The molecule is OCC1(CO)CC2C3C=CC(C3)C2C1. The result is 0 (inactive). (8) The compound is COc1cc([N+](=O)[O-])c(S(=O)(=O)O)cc1-n1nc(-c2ccccc2)n[n+]1-c1cc(S(=O)(=O)[O-])c([N+](=O)[O-])cc1OC.[NaH]. The result is 0 (inactive).